Task: Predict the reaction yield, written as a fraction of the theoretical maximum amount of product (1.0 means a 100% yield; for example, 0.34 means a 34% yield).. Dataset: Reaction yield outcomes from USPTO patents with 853,638 reactions (1) The reactants are [NH2:1][C:2]1[CH:3]=[C:4]([CH:21]=[CH:22][CH:23]=1)[O:5][C:6]1[CH:7]=[CH:8][C:9]2[N:10]([CH:12]=[C:13]([NH:15][C:16]([CH:18]3[CH2:20][CH2:19]3)=[O:17])[N:14]=2)[N:11]=1.[NH:24]1[C:32]2[C:27](=[CH:28][CH:29]=[CH:30][CH:31]=2)[C:26]([C:33](O)=[O:34])=[N:25]1.C(Cl)(=O)C(Cl)=O.O1CCCC1. The catalyst is CN(C)C=O.CN1CCCC1=O. The product is [CH:18]1([C:16]([NH:15][C:13]2[N:14]=[C:9]3[CH:8]=[CH:7][C:6]([O:5][C:4]4[CH:3]=[C:2]([NH:1][C:33]([C:26]5[C:27]6[C:32](=[CH:31][CH:30]=[CH:29][CH:28]=6)[NH:24][N:25]=5)=[O:34])[CH:23]=[CH:22][CH:21]=4)=[N:11][N:10]3[CH:12]=2)=[O:17])[CH2:20][CH2:19]1. The yield is 0.680. (2) The yield is 0.539. The catalyst is ClCCl. The reactants are [CH2:1]([N:3]1[C:7]2=[N:8][C:9]([CH2:28][CH3:29])=[C:10]([CH2:19][NH:20][C:21](=[O:27])[CH2:22][CH2:23][C:24]([OH:26])=O)[C:11]([NH:12][CH:13]3[CH2:18][CH2:17][O:16][CH2:15][CH2:14]3)=[C:6]2[CH:5]=[N:4]1)[CH3:2].[Br:30][C:31]1[CH:32]=[C:33]([CH2:39][NH2:40])[CH:34]=[CH:35][C:36]=1[O:37][CH3:38].CN(C(ON1N=NC2C=CC=NC1=2)=[N+](C)C)C.F[P-](F)(F)(F)(F)F.C(N(CC)CC)C. The product is [Br:30][C:31]1[CH:32]=[C:33]([CH2:39][NH:40][C:24](=[O:26])[CH2:23][CH2:22][C:21]([NH:20][CH2:19][C:10]2[C:11]([NH:12][CH:13]3[CH2:14][CH2:15][O:16][CH2:17][CH2:18]3)=[C:6]3[CH:5]=[N:4][N:3]([CH2:1][CH3:2])[C:7]3=[N:8][C:9]=2[CH2:28][CH3:29])=[O:27])[CH:34]=[CH:35][C:36]=1[O:37][CH3:38]. (3) The reactants are [F:1][C:2]1[CH:19]=[C:18]([CH3:20])[CH:17]=[CH:16][C:3]=1[NH:4][C:5]1[C:6]([C:13]([OH:15])=O)=[CH:7][N:8]([CH3:12])[C:9](=[O:11])[CH:10]=1.C1N=CN(C(N2C=NC=C2)=O)C=1.[NH2:33][CH2:34][CH2:35][CH2:36][OH:37]. The catalyst is C1COCC1.CN(C=O)C. The product is [F:1][C:2]1[CH:19]=[C:18]([CH3:20])[CH:17]=[CH:16][C:3]=1[NH:4][C:5]1[C:6]([C:13]([NH:33][CH2:34][CH2:35][CH2:36][OH:37])=[O:15])=[CH:7][N:8]([CH3:12])[C:9](=[O:11])[CH:10]=1. The yield is 0.470. (4) The reactants are C1([CH:7]([C:16]2[CH:21]=[CH:20][CH:19]=[CH:18][CH:17]=2)[C@H:8]([O:12][CH2:13][CH:14]=C)[CH2:9][CH:10]=C)C=CC=CC=1. The catalyst is Cl[Ru](=CC1C=CC=CC=1)([P](C1CCCCC1)(C1CCCCC1)C1CCCCC1)([P](C1CCCCC1)(C1CCCCC1)C1CCCCC1)Cl. The product is [CH:7]([C@H:8]1[CH2:9][CH:10]=[CH:14][CH2:13][O:12]1)([C:16]1[CH:21]=[CH:20][CH:19]=[CH:18][CH:17]=1)[C:16]1[CH:17]=[CH:18][CH:19]=[CH:20][CH:21]=1. The yield is 0.890. (5) The reactants are F[C:2]1[CH:7]=[CH:6][C:5]([N+:8]([O-:10])=[O:9])=[CH:4][C:3]=1[C:11]([F:14])([F:13])[F:12].C([O-])([O-])=O.[K+].[K+].[CH2:21]([O:28][CH2:29][CH2:30][OH:31])[C:22]1[CH:27]=[CH:26][CH:25]=[CH:24][CH:23]=1.CC(=O)OCC. The catalyst is CN(C=O)C. The product is [CH2:21]([O:28][CH2:29][CH2:30][O:31][C:2]1[CH:7]=[CH:6][C:5]([N+:8]([O-:10])=[O:9])=[CH:4][C:3]=1[C:11]([F:14])([F:13])[F:12])[C:22]1[CH:27]=[CH:26][CH:25]=[CH:24][CH:23]=1. The yield is 0.760. (6) The reactants are Cl.[CH2:2]1[C:4]2([CH2:9][CH2:8][NH:7][CH2:6][CH2:5]2)[CH2:3]1.[Cl:10][C:11]1[CH:16]=[C:15](I)[C:14]([F:18])=[CH:13][N:12]=1.C(Cl)(Cl)Cl.C1C=CC(P(C2C(C3C(P(C4C=CC=CC=4)C4C=CC=CC=4)=CC=C4C=3C=CC=C4)=C3C(C=CC=C3)=CC=2)C2C=CC=CC=2)=CC=1.C(O[Na])(C)(C)C. The catalyst is C1(C)C=CC=CC=1.O.C1C=CC(/C=C/C(/C=C/C2C=CC=CC=2)=O)=CC=1.C1C=CC(/C=C/C(/C=C/C2C=CC=CC=2)=O)=CC=1.C1C=CC(/C=C/C(/C=C/C2C=CC=CC=2)=O)=CC=1.[Pd].[Pd]. The product is [Cl:10][C:11]1[CH:16]=[C:15]([N:7]2[CH2:8][CH2:9][C:4]3([CH2:3][CH2:2]3)[CH2:5][CH2:6]2)[C:14]([F:18])=[CH:13][N:12]=1. The yield is 0.290. (7) The reactants are [Cl:1][C:2]1[CH:10]=[CH:9][C:5]([CH2:6][C:7]#[N:8])=[CH:4][CH:3]=1.Br[CH2:12][CH2:13][CH2:14]Br.[H-].[Na+].CC(O)C. The catalyst is CCOCC.CS(C)=O.O. The product is [Cl:1][C:2]1[CH:10]=[CH:9][C:5]([C:6]2([C:7]#[N:8])[CH2:14][CH2:13][CH2:12]2)=[CH:4][CH:3]=1. The yield is 0.700. (8) The reactants are C[O:2][C:3]1[CH:23]=[CH:22][C:21]([O:24]C)=[CH:20][C:4]=1[CH2:5][C:6]1[N:15]2[N:16]=[C:17]([NH2:19])[N:18]=[C:14]2[C:13]2[CH:12]=[CH:11][CH:10]=[CH:9][C:8]=2[N:7]=1.COC1C=C(C=C(OC)C=1)CC1N2N=C(N)N=C2C2C=CC=CC=2N=1. No catalyst specified. The product is [NH2:19][C:17]1[N:18]=[C:14]2[N:15]([C:6]([CH2:5][C:4]3[CH:20]=[C:21]([OH:24])[CH:22]=[CH:23][C:3]=3[OH:2])=[N:7][C:8]3[CH:9]=[CH:10][CH:11]=[CH:12][C:13]=32)[N:16]=1. The yield is 0.410. (9) The reactants are Cl.C1(NC2C(C)=C(C)N=C(NCC3C=CC=CN=3)N=2)CCCCC1.[CH3:25][C:26]1[CH:31]=[CH:30][N:29]=[C:28]([CH2:32][NH2:33])[CH:27]=1.Cl[C:35]1[N:40]=[C:39]([NH:41][CH:42]2[CH2:47][CH2:46][C:45]([F:49])([F:48])[CH2:44][CH2:43]2)[C:38]([CH3:50])=[C:37]([CH3:51])[N:36]=1. No catalyst specified. The product is [F:49][C:45]1([F:48])[CH2:46][CH2:47][CH:42]([NH:41][C:39]2[C:38]([CH3:50])=[C:37]([CH3:51])[N:36]=[C:35]([NH:33][CH2:32][C:28]3[CH:27]=[C:26]([CH3:25])[CH:31]=[CH:30][N:29]=3)[N:40]=2)[CH2:43][CH2:44]1. The yield is 0.450. (10) The reactants are [C:1]([C:3]1[CH:8]=[CH:7][CH:6]=[CH:5][C:4]=1[B:9]([OH:11])[OH:10])#[N:2].[CH2:12](O)[CH2:13][CH2:14]O. The catalyst is C(Cl)Cl. The product is [O:10]1[CH2:14][CH2:13][CH2:12][O:11][B:9]1[C:4]1[CH:5]=[CH:6][CH:7]=[CH:8][C:3]=1[C:1]#[N:2]. The yield is 0.572.